From a dataset of Peptide-MHC class I binding affinity with 185,985 pairs from IEDB/IMGT. Regression. Given a peptide amino acid sequence and an MHC pseudo amino acid sequence, predict their binding affinity value. This is MHC class I binding data. (1) The MHC is HLA-B35:01 with pseudo-sequence HLA-B35:01. The peptide sequence is RVLGRVLPY. The binding affinity (normalized) is 0.450. (2) The peptide sequence is PYIDAADQF. The MHC is HLA-A24:03 with pseudo-sequence HLA-A24:03. The binding affinity (normalized) is 0.582. (3) The peptide sequence is NRDVSFQDL. The MHC is HLA-A11:01 with pseudo-sequence HLA-A11:01. The binding affinity (normalized) is 0.0847. (4) The peptide sequence is HIGPGRAFY. The MHC is HLA-A11:01 with pseudo-sequence HLA-A11:01. The binding affinity (normalized) is 0.236. (5) The peptide sequence is RRGPEQTQG. The MHC is HLA-A01:01 with pseudo-sequence HLA-A01:01. The binding affinity (normalized) is 0.0847.